Dataset: Orexin1 receptor HTS with 218,158 compounds and 233 confirmed actives. Task: Binary Classification. Given a drug SMILES string, predict its activity (active/inactive) in a high-throughput screening assay against a specified biological target. (1) The drug is S(c1n(c(nn1)c1ccc(cc1)C)c1ccccc1)CC(=O)N\N=C\c1sc(cc1)C. The result is 0 (inactive). (2) The drug is S(=O)(=O)(N(CC(=O)N(C(C)C)Cc1onc(n1)c1ccccc1)C)c1ccccc1. The result is 0 (inactive). (3) The molecule is o1c2c(c3c(cc2)cccc3)cc(C(=O)NC(C)(C)C)c1=O. The result is 0 (inactive). (4) The drug is O(CC=1NC(=O)NC(C1C(OCC)=O)C)C(=O)/C=C\c1cc(OC)ccc1. The result is 1 (active). (5) The compound is s1c(C(=O)N2CCN(CC2)C(=O)COc2ccc(cc2)c2ccccc2)ccc1. The result is 0 (inactive). (6) The drug is o1c(c2ccccc2)cc(c1N\C=C1\C=C(OC)C(=O)C=C1)C#N. The result is 0 (inactive). (7) The compound is O=C(N1c2c(CCc3c1cccc3)ccc(NC(OCC)=O)c2)CN(C)C. The result is 0 (inactive). (8) The molecule is Fc1c(NC(=O)N2CCN(CC2)c2ccc(cc2)C(=O)C)ccc(F)c1. The result is 0 (inactive). (9) The drug is Clc1c(NC(=O)CCN2C(=O)C3(NC2=O)CCCC3)cc(S(=O)(=O)C)cc1. The result is 0 (inactive).